Dataset: Forward reaction prediction with 1.9M reactions from USPTO patents (1976-2016). Task: Predict the product of the given reaction. (1) Given the reactants Br[C:2]1[CH:7]=[CH:6][CH:5]=[C:4]([O:8][CH2:9][C:10]2[CH:15]=[CH:14][CH:13]=[CH:12][CH:11]=2)[N:3]=1.[CH3:16][C:17]1([CH3:31])[C:21]([CH3:23])([CH3:22])[O:20][B:19]([C:24]2[CH:30]=[CH:29][C:27]([NH2:28])=[CH:26][CH:25]=2)[O:18]1.CC(C)([O-])C.[Na+], predict the reaction product. The product is: [CH2:9]([O:8][C:4]1[N:3]=[C:2]([NH:28][C:27]2[CH:26]=[CH:25][C:24]([B:19]3[O:20][C:21]([CH3:23])([CH3:22])[C:17]([CH3:31])([CH3:16])[O:18]3)=[CH:30][CH:29]=2)[CH:7]=[CH:6][CH:5]=1)[C:10]1[CH:15]=[CH:14][CH:13]=[CH:12][CH:11]=1. (2) Given the reactants [CH3:1][C:2]1[CH:7]=[CH:6][CH:5]=[CH:4][C:3]=1[NH:8][C:9]([NH2:11])=[S:10].Br[C:13]1([C:17](OCC)=[O:18])[CH2:16][CH2:15][CH2:14]1, predict the reaction product. The product is: [CH3:1][C:2]1[CH:7]=[CH:6][CH:5]=[CH:4][C:3]=1[NH:8][C:9]1[S:10][C:13]2([C:17](=[O:18])[N:11]=1)[CH2:16][CH2:15][CH2:14]2. (3) Given the reactants CN1CCOCC1.Cl.[NH2:9][CH2:10][C:11]([O:13][CH3:14])=[O:12].[CH2:15]([C@@H:19]([CH2:23][CH:24]=[CH2:25])[C:20](O)=[O:21])[CH:16]([CH3:18])[CH3:17].CN(C(ON1N=NC2C=CC=NC1=2)=[N+](C)C)C.F[P-](F)(F)(F)(F)F, predict the reaction product. The product is: [CH2:15]([C@@H:19]([CH2:23][CH:24]=[CH2:25])[C:20]([NH:9][CH2:10][C:11]([O:13][CH3:14])=[O:12])=[O:21])[CH:16]([CH3:18])[CH3:17]. (4) Given the reactants Br.Br[CH2:3][C:4]1[N:5]=[C:6]2[C:11](=[N:12][CH:13]=1)[N:10]=[C:9]([NH2:14])[N:8]=[C:7]2[NH2:15].[C:16]([O:20][C:21](=[O:32])[CH:22]([NH2:31])[CH2:23][C:24]1[CH:29]=[CH:28][C:27]([OH:30])=[CH:26][CH:25]=1)([CH3:19])([CH3:18])[CH3:17].C(=O)(O)[O-], predict the reaction product. The product is: [C:16]([O:20][C:21](=[O:32])[CH:22]([NH:31][CH2:3][C:4]1[N:5]=[C:6]2[C:11](=[N:12][CH:13]=1)[N:10]=[C:9]([NH2:14])[N:8]=[C:7]2[NH2:15])[CH2:23][C:24]1[CH:25]=[CH:26][C:27]([OH:30])=[CH:28][CH:29]=1)([CH3:19])([CH3:17])[CH3:18]. (5) Given the reactants [F:1][C:2]1[CH:7]=[C:6]([N:8]2[CH2:13][CH2:12][O:11][CH2:10][CH2:9]2)[CH:5]=[C:4]([F:14])[C:3]=1[NH2:15].[CH:16]1([CH2:21][C:22](Cl)=[O:23])[CH2:20][CH2:19][CH2:18][CH2:17]1, predict the reaction product. The product is: [CH:16]1([CH2:21][C:22]([NH:15][C:3]2[C:2]([F:1])=[CH:7][C:6]([N:8]3[CH2:9][CH2:10][O:11][CH2:12][CH2:13]3)=[CH:5][C:4]=2[F:14])=[O:23])[CH2:20][CH2:19][CH2:18][CH2:17]1. (6) Given the reactants [Cl:1][C:2]1[CH:3]=[C:4]([CH:23]=[CH:24][C:25]=1[Cl:26])[CH2:5][N:6]([CH3:22])[C:7]([C:9]1[CH2:10][N:11]([CH2:16][CH:17](OC)OC)[C:12](=[O:15])[C:13]=1[OH:14])=[O:8].[F:27][C:28]1[CH:33]=[CH:32][C:31]([N:34]2[CH2:39][CH2:38][NH:37][CH2:36][CH2:35]2)=[CH:30][CH:29]=1, predict the reaction product. The product is: [Cl:1][C:2]1[CH:3]=[C:4]([CH:23]=[CH:24][C:25]=1[Cl:26])[CH2:5][N:6]([CH3:22])[C:7]([C:9]1[CH2:10][N:11]([CH2:16][CH2:17][N:37]2[CH2:36][CH2:35][N:34]([C:31]3[CH:30]=[CH:29][C:28]([F:27])=[CH:33][CH:32]=3)[CH2:39][CH2:38]2)[C:12](=[O:15])[C:13]=1[OH:14])=[O:8]. (7) Given the reactants CN(C)[CH:3]=[O:4].P(Cl)(Cl)(Cl)=O.[CH2:11]([O:13][C:14]([C:16]1[NH:17][CH:18]=[CH:19][CH:20]=1)=[O:15])[CH3:12].O.O.O.C([O-])(=O)C.[NH4+], predict the reaction product. The product is: [CH2:11]([O:13][C:14]([C:16]1[NH:17][C:18]([CH:3]=[O:4])=[CH:19][CH:20]=1)=[O:15])[CH3:12]. (8) Given the reactants O=[C:2]([C:8]([O:10][CH2:11][CH3:12])=[O:9])[C:3]([O:5][CH2:6][CH3:7])=[O:4].[CH3:13][NH:14][NH2:15], predict the reaction product. The product is: [CH3:13][NH:14][N:15]=[C:2]([C:8]([O:10][CH2:11][CH3:12])=[O:9])[C:3]([O:5][CH2:6][CH3:7])=[O:4].